This data is from Forward reaction prediction with 1.9M reactions from USPTO patents (1976-2016). The task is: Predict the product of the given reaction. Given the reactants [CH3:1][O:2][C:3]1[CH:4]=[C:5]2[C:9](=[CH:10][CH:11]=1)[NH:8][CH:7]=[C:6]2[CH2:12][CH2:13][NH2:14].[F:15][C:16]1[CH:17]=[C:18]([CH:29]=[CH:30][CH:31]=1)[CH2:19][C:20]1[CH:21]=[C:22]([CH:26]=[CH:27][CH:28]=1)[C:23](O)=[O:24].CN(C(ON1N=NC2C=CC=NC1=2)=[N+](C)C)C.F[P-](F)(F)(F)(F)F.C(N(CC)C(C)C)(C)C, predict the reaction product. The product is: [F:15][C:16]1[CH:17]=[C:18]([CH:29]=[CH:30][CH:31]=1)[CH2:19][C:20]1[CH:21]=[C:22]([CH:26]=[CH:27][CH:28]=1)[C:23]([NH:14][CH2:13][CH2:12][C:6]1[C:5]2[C:9](=[CH:10][CH:11]=[C:3]([O:2][CH3:1])[CH:4]=2)[NH:8][CH:7]=1)=[O:24].